This data is from Forward reaction prediction with 1.9M reactions from USPTO patents (1976-2016). The task is: Predict the product of the given reaction. (1) Given the reactants [CH3:1][NH:2][C:3]([CH:5]1[CH2:9][CH2:8][CH2:7][N:6]1[S:10]([C:13]1[CH:18]=[CH:17][C:16]([N:19]2[CH2:28][CH2:27][C:22]3(OCCO3)[CH2:21][CH2:20]2)=[CH:15][CH:14]=1)(=[O:12])=[O:11])=[O:4].[NH2:29][CH2:30][C@H:31]([OH:44])[CH2:32][O:33][C:34]1[C:42]2[NH:41][C:40](=[O:43])[NH:39][C:38]=2[CH:37]=[CH:36][CH:35]=1, predict the reaction product. The product is: [CH3:1][NH:2][C:3]([CH:5]1[CH2:9][CH2:8][CH2:7][N:6]1[S:10]([C:13]1[CH:18]=[CH:17][C:16]([N:19]2[CH2:28][CH2:27][CH:22]([NH:29][CH2:30][C@H:31]([OH:44])[CH2:32][O:33][C:34]3[C:42]4[NH:41][C:40](=[O:43])[NH:39][C:38]=4[CH:37]=[CH:36][CH:35]=3)[CH2:21][CH2:20]2)=[CH:15][CH:14]=1)(=[O:12])=[O:11])=[O:4]. (2) The product is: [C:4]([O:3][C:1]([NH:8][C@H:9]([C:13]([N:25]([O:26][CH3:27])[CH3:24])=[O:15])[CH2:10][CH2:11][CH3:12])=[O:2])([CH3:5])([CH3:6])[CH3:7]. Given the reactants [C:1]([NH:8][C@H:9]([C:13]([OH:15])=O)[CH2:10][CH2:11][CH3:12])([O:3][C:4]([CH3:7])([CH3:6])[CH3:5])=[O:2].C(N(CC)CC)C.Cl.[CH3:24][NH:25][O:26][CH3:27].C1CN([P+](ON2N=NC3C=CC=CC2=3)(N2CCCC2)N2CCCC2)CC1.F[P-](F)(F)(F)(F)F.[OH-].[Na+], predict the reaction product. (3) Given the reactants [Br:1][C:2]1[CH:7]=[C:6]([F:8])[CH:5]=[CH:4][C:3]=1[CH:9]([OH:14])[CH2:10][CH2:11][CH2:12]O, predict the reaction product. The product is: [Br:1][C:2]1[CH:7]=[C:6]([F:8])[CH:5]=[CH:4][C:3]=1[CH:9]1[CH2:10][CH2:11][CH2:12][O:14]1. (4) Given the reactants C(O)(=O)C.[Br:5][C:6]1[CH:11]=[CH:10][C:9]([CH:12]2[CH2:14][O:13]2)=[CH:8][CH:7]=1.O, predict the reaction product. The product is: [Br:5][C:6]1[CH:11]=[CH:10][C:9]([C@@H:12]2[CH2:14][O:13]2)=[CH:8][CH:7]=1. (5) The product is: [CH2:1]([N:8]1[CH2:13][CH2:12][CH:11]([NH:14][C:15]([C:17]2[C:25]3[C:20](=[CH:21][CH:22]=[CH:23][CH:24]=3)[N:19]([CH:28]([CH3:30])[CH3:29])[N:18]=2)=[O:16])[CH2:10][CH2:9]1)[C:2]1[CH:3]=[CH:4][CH:5]=[CH:6][CH:7]=1. Given the reactants [CH2:1]([N:8]1[CH2:13][CH2:12][CH:11]([NH:14][C:15]([C:17]2[C:25]3[C:20](=[CH:21][CH:22]=[CH:23][CH:24]=3)[NH:19][N:18]=2)=[O:16])[CH2:10][CH2:9]1)[C:2]1[CH:7]=[CH:6][CH:5]=[CH:4][CH:3]=1.[H-].[Na+].[CH:28](Br)([CH3:30])[CH3:29], predict the reaction product. (6) Given the reactants Cl.[NH2:2][C:3]1[CH:11]=[CH:10][CH:9]=[C:5]([C:6]([OH:8])=O)[C:4]=1[C:12]([OH:14])=O.Cl.[NH2:16][C@@H:17]1[CH2:22][NH:21][C:20](=[O:23])[CH2:19][CH2:18]1.C(N(CC)CC)C, predict the reaction product. The product is: [NH2:2][C:3]1[CH:11]=[CH:10][CH:9]=[C:5]2[C:4]=1[C:12](=[O:14])[N:16]([C@H:17]1[CH2:18][CH2:19][C:20](=[O:23])[NH:21][CH2:22]1)[C:6]2=[O:8]. (7) Given the reactants C[O:2][C:3](=O)[CH2:4][C:5](=[O:10])[CH2:6][CH2:7][CH2:8][CH3:9].[CH3:12][NH:13][CH3:14].C(O)C, predict the reaction product. The product is: [CH3:12][N:13]([CH3:14])[C:3](=[O:2])[CH2:4][C:5](=[O:10])[CH2:6][CH2:7][CH2:8][CH3:9].